Task: Predict the reactants needed to synthesize the given product.. Dataset: Full USPTO retrosynthesis dataset with 1.9M reactions from patents (1976-2016) (1) Given the product [ClH:31].[S:27]1[CH:28]=[CH:29][CH:30]=[C:26]1[C@:14]12[CH2:16][NH:17][CH2:18][C@H:13]1[CH2:12][S:11][C:10]([NH:9][C:1](=[O:8])[C:2]1[CH:3]=[CH:4][CH:5]=[CH:6][CH:7]=1)=[N:15]2, predict the reactants needed to synthesize it. The reactants are: [C:1]([NH:9][C:10]1[S:11][CH2:12][C@@H:13]2[CH2:18][N:17](C(OC(C)(C)C)=O)[CH2:16][C@:14]2([C:26]2[S:27][CH:28]=[CH:29][CH:30]=2)[N:15]=1)(=[O:8])[C:2]1[CH:7]=[CH:6][CH:5]=[CH:4][CH:3]=1.[ClH:31]. (2) Given the product [NH2:27][N:28]1[C:10](=[O:11])[C:9]2[C:8](=[CH:16][C:15]([C:17]([F:20])([F:19])[F:18])=[CH:14][CH:13]=2)[N:7]=[C:4]1[CH:1]1[CH2:2][CH2:3]1, predict the reactants needed to synthesize it. The reactants are: [CH:1]1([C:4](Cl)=O)[CH2:3][CH2:2]1.[NH2:7][C:8]1[CH:16]=[C:15]([C:17]([F:20])([F:19])[F:18])[CH:14]=[CH:13][C:9]=1[C:10](O)=[O:11].N1C=CC=CC=1.[NH2:27][NH2:28]. (3) The reactants are: [CH3:1][C@@:2]12[C@:18]([OH:21])([C:19]#[CH:20])[CH2:17][CH2:16][C@H:15]1[C@H:14]1[C@@H:5]([C:6]3[CH:7]=[CH:8][C:9]([OH:22])=[CH:10][C:11]=3[CH2:12][CH2:13]1)[CH2:4][CH2:3]2.[CH3:23][CH2:24][C@@:25]12[C@:33]([O:36][C:37]([CH3:39])=[O:38])([C:34]#[CH:35])[CH2:32][CH2:31][C@H:30]1[C@@H:29]1[CH2:40][CH2:41][C:42]3[C@@H:49]([C@H:28]1[CH2:27][CH2:26]2)[CH2:48][CH2:47]/[C:44](=[N:45]\[OH:46])/[CH:43]=3. Given the product [CH3:23][CH2:24][C@@:25]12[C@:33]([O:36][C:37]([CH3:39])=[O:38])([C:34]#[CH:35])[CH2:32][CH2:31][C@H:30]1[C@@H:29]1[CH2:40][CH2:41][C:42]3[C@@H:49]([C@H:28]1[CH2:27][CH2:26]2)[CH2:48][CH2:47]/[C:44](=[N:45]\[OH:46])/[CH:43]=3.[CH3:1][C@@:2]12[C@:18]([OH:21])([C:19]#[CH:20])[CH2:17][CH2:16][C@H:15]1[C@H:14]1[C@@H:5]([C:6]3[CH:7]=[CH:8][C:9]([OH:22])=[CH:10][C:11]=3[CH2:12][CH2:13]1)[CH2:4][CH2:3]2, predict the reactants needed to synthesize it. (4) Given the product [OH:13][CH2:12][CH:10]1[CH2:11][N:6]2[N:5]=[C:4]([C:17]3[CH:22]=[CH:21][C:20]([O:23][C:24]4[CH:29]=[CH:28][CH:27]=[CH:26][CH:25]=4)=[CH:19][CH:18]=3)[C:3]([C:1]#[N:2])=[C:7]2[NH:8][CH2:9]1, predict the reactants needed to synthesize it. The reactants are: [C:1]([C:3]1[C:4]([C:17]2[CH:22]=[CH:21][C:20]([O:23][C:24]3[CH:29]=[CH:28][CH:27]=[CH:26][CH:25]=3)=[CH:19][CH:18]=2)=[N:5][N:6]2[CH:11]=[C:10]([C:12](OCC)=[O:13])[CH:9]=[N:8][C:7]=12)#[N:2].[BH4-].[Na+]. (5) Given the product [C:49]([O:48][C:46](=[O:47])[NH:45][C@@H:21]1[CH2:22][C@H:23]([C:25](=[O:44])[N:26]([CH2:30][C:31]2[CH:36]=[CH:35][C:34]([Cl:37])=[C:33]([O:38][CH2:39][CH2:40][CH2:41][O:42][CH3:43])[CH:32]=2)[CH:27]2[CH2:29][CH2:28]2)[CH2:24][NH:19][CH2:20]1)([CH3:52])([CH3:51])[CH3:50], predict the reactants needed to synthesize it. The reactants are: Cl.C1C2C(COC([N:19]3[CH2:24][C@@H:23]([C:25](=[O:44])[N:26]([CH2:30][C:31]4[CH:36]=[CH:35][C:34]([Cl:37])=[C:33]([O:38][CH2:39][CH2:40][CH2:41][O:42][CH3:43])[CH:32]=4)[CH:27]4[CH2:29][CH2:28]4)[CH2:22][C@@H:21]([NH2:45])[CH2:20]3)=O)C3C(=CC=CC=3)C=2C=CC=1.[C:46](O[C:46]([O:48][C:49]([CH3:52])([CH3:51])[CH3:50])=[O:47])([O:48][C:49]([CH3:52])([CH3:51])[CH3:50])=[O:47]. (6) Given the product [N:13]1([C:2]2[C:11]3[C:6](=[CH:7][CH:8]=[C:9]([C:37]4[CH:36]=[C:35]5[CH:34]=[CH:39][NH:30][C:31]5=[N:32][CH:38]=4)[CH:10]=3)[N:5]=[CH:4][N:3]=2)[C:22]2[C:17](=[CH:18][CH:19]=[CH:20][CH:21]=2)[CH2:16][CH2:15][CH2:14]1, predict the reactants needed to synthesize it. The reactants are: Cl[C:2]1[C:11]2[C:6](=[CH:7][CH:8]=[C:9](I)[CH:10]=2)[N:5]=[CH:4][N:3]=1.[NH:13]1[C:22]2[C:17](=[CH:18][CH:19]=[CH:20][CH:21]=2)[CH2:16][CH2:15][CH2:14]1.C(N(CC)CC)C.[N:30]1[C:39]2[C:34](=[CH:35][CH:36]=[CH:37][CH:38]=2)C=[N:32][CH:31]=1. (7) Given the product [C:1]([O:5][C:6](=[O:10])[CH2:7][N:8]([CH3:9])[C:20]1[CH:25]=[CH:24][CH:23]=[CH:22][C:21]=1[N+:26]([O-:28])=[O:27])([CH3:4])([CH3:3])[CH3:2], predict the reactants needed to synthesize it. The reactants are: [C:1]([O:5][C:6](=[O:10])[CH2:7][NH:8][CH3:9])([CH3:4])([CH3:3])[CH3:2].Cl.C(N(CC)CC)C.F[C:20]1[CH:25]=[CH:24][CH:23]=[CH:22][C:21]=1[N+:26]([O-:28])=[O:27].